This data is from Catalyst prediction with 721,799 reactions and 888 catalyst types from USPTO. The task is: Predict which catalyst facilitates the given reaction. Reactant: [CH2:1]([O:3][C:4](=[O:51])[CH2:5][CH2:6][CH2:7][NH:8][S:9]([C:12]1[CH:13]=[C:14]([CH:48]=[CH:49][CH:50]=1)[C:15]([NH:17][C:18]1[S:19][C:20]2[CH2:47][CH2:46][CH2:45][CH2:44][C:21]=2[C:22]=1[C:23]([NH:25][C:26]1[CH:31]=[CH:30][C:29]([CH2:32][CH2:33][C:34]2[CH:43]=[CH:42][C:37]([C:38]([O:40][CH3:41])=[O:39])=[CH:36][CH:35]=2)=[CH:28][CH:27]=1)=[O:24])=[O:16])(=[O:11])=[O:10])[CH3:2].[CH2:52](I)[CH3:53].C(=O)([O-])[O-].[K+].[K+].C(O)(=O)CC(CC(O)=O)(C(O)=O)O. Product: [CH2:1]([O:3][C:4](=[O:51])[CH2:5][CH2:6][CH2:7][N:8]([CH2:52][CH3:53])[S:9]([C:12]1[CH:13]=[C:14]([CH:48]=[CH:49][CH:50]=1)[C:15]([NH:17][C:18]1[S:19][C:20]2[CH2:47][CH2:46][CH2:45][CH2:44][C:21]=2[C:22]=1[C:23]([NH:25][C:26]1[CH:31]=[CH:30][C:29]([CH2:32][CH2:33][C:34]2[CH:43]=[CH:42][C:37]([C:38]([O:40][CH3:41])=[O:39])=[CH:36][CH:35]=2)=[CH:28][CH:27]=1)=[O:24])=[O:16])(=[O:11])=[O:10])[CH3:2]. The catalyst class is: 3.